From a dataset of Full USPTO retrosynthesis dataset with 1.9M reactions from patents (1976-2016). Predict the reactants needed to synthesize the given product. (1) The reactants are: [Cl:1][C:2]1[CH:3]=[C:4]([C:11]#[N:12])[C:5]2[CH:6]=[N:7][NH:8][C:9]=2[CH:10]=1.[OH-].[K+].[I:15]I. Given the product [Cl:1][C:2]1[CH:3]=[C:4]([C:11]#[N:12])[C:5]2[C:6]([I:15])=[N:7][NH:8][C:9]=2[CH:10]=1, predict the reactants needed to synthesize it. (2) Given the product [Br:9][C:5]1[C:6]([F:8])=[CH:7][C:2]([CH:13]=[O:14])=[C:3]([F:10])[CH:4]=1, predict the reactants needed to synthesize it. The reactants are: Br[C:2]1[CH:7]=[C:6]([F:8])[C:5]([Br:9])=[CH:4][C:3]=1[F:10].CN(C)[CH:13]=[O:14].[NH4+].[Cl-].